From a dataset of Forward reaction prediction with 1.9M reactions from USPTO patents (1976-2016). Predict the product of the given reaction. (1) Given the reactants [NH2:1][C:2]1[N:7]=[C:6]([N:8]2[CH2:13][CH2:12][CH2:11][C@H:10]([C:14]([OH:16])=O)[CH2:9]2)[CH:5]=[C:4]([C:17]2[CH:22]=[CH:21][C:20]([C:23]#[N:24])=[C:19]([F:25])[CH:18]=2)[N:3]=1.C(Cl)CCl.C1C=CC2N(O)N=NC=2C=1.[F:40][C:41]1[CH:47]=[CH:46][CH:45]=[CH:44][C:42]=1[NH2:43], predict the reaction product. The product is: [NH2:1][C:2]1[N:7]=[C:6]([N:8]2[CH2:13][CH2:12][CH2:11][C@H:10]([C:14]([NH:43][C:42]3[CH:44]=[CH:45][CH:46]=[CH:47][C:41]=3[F:40])=[O:16])[CH2:9]2)[CH:5]=[C:4]([C:17]2[CH:22]=[CH:21][C:20]([C:23]#[N:24])=[C:19]([F:25])[CH:18]=2)[N:3]=1. (2) Given the reactants C([Sn](CCCC)(CCCC)C1C=CC(CC)=CC=1)CCC.[CH2:22]([C:24]1[CH:29]=[CH:28][C:27]([CH2:30][C:31](=O)[CH:32]=[C:33](O)[CH3:34])=[CH:26][CH:25]=1)[CH3:23].O.[NH2:38][NH2:39], predict the reaction product. The product is: [CH2:22]([C:24]1[CH:29]=[CH:28][C:27]([CH2:30][C:31]2[CH:32]=[C:33]([CH3:34])[NH:39][N:38]=2)=[CH:26][CH:25]=1)[CH3:23]. (3) Given the reactants [NH2:1][C:2]1[C:7]2[N:8]=[C:9]([CH3:11])[O:10][C:6]=2[CH:5]=[CH:4][CH:3]=1.[Br:12]N1C(=O)CCC1=O, predict the reaction product. The product is: [NH2:1][C:2]1[C:7]2[N:8]=[C:9]([CH3:11])[O:10][C:6]=2[C:5]([Br:12])=[CH:4][CH:3]=1. (4) Given the reactants [OH:1][C:2]1[CH:3]=[CH:4][C:5]([CH3:10])=[C:6]([CH:9]=1)[C:7]#[N:8].[N+:11]([O-])([OH:13])=[O:12].O, predict the reaction product. The product is: [OH:1][C:2]1[C:3]([N+:11]([O-:13])=[O:12])=[CH:4][C:5]([CH3:10])=[C:6]([CH:9]=1)[C:7]#[N:8]. (5) Given the reactants [F:1][C:2]1[CH:7]=[CH:6][C:5]([C:8]#[CH:9])=[CH:4][CH:3]=1.[Cl:10][C:11]1[CH:18]=[CH:17][CH:16]=[CH:15][C:12]=1[CH2:13][SH:14].[Na], predict the reaction product. The product is: [F:1][C:2]1[CH:7]=[CH:6][C:5](/[CH:8]=[CH:9]\[CH:13]([S:14][CH:13](/[CH:9]=[CH:8]\[C:5]2[CH:6]=[CH:7][C:2]([F:1])=[CH:3][CH:4]=2)[C:12]2[CH:15]=[CH:16][CH:17]=[CH:18][C:11]=2[Cl:10])[C:12]2[CH:15]=[CH:16][CH:17]=[CH:18][C:11]=2[Cl:10])=[CH:4][CH:3]=1. (6) Given the reactants FC(F)(F)S(O[C:7]1[C:8]([C:13]([O:15][CH3:16])=[O:14])=[N:9][CH:10]=[CH:11][CH:12]=1)(=O)=O.[Li+].[Cl-].[CH2:21]([Sn](CCCC)(CCCC)C=C)[CH2:22]CC, predict the reaction product. The product is: [CH:21]([C:7]1[C:8]([C:13]([O:15][CH3:16])=[O:14])=[N:9][CH:10]=[CH:11][CH:12]=1)=[CH2:22]. (7) Given the reactants [CH:1]1([Mg]Br)[CH2:6][CH2:5][CH2:4][CH2:3][CH2:2]1.[CH3:9][O:10][C:11]1[CH:16]=[CH:15][C:14]([N:17]2[CH2:22][CH2:21][N:20]([C:23]3[C:24]([CH3:37])=[C:25]([CH3:36])[C:26]4[O:30][C:29]([CH3:32])([CH3:31])[C:28](=[O:33])[C:27]=4[C:34]=3[CH3:35])[CH2:19][CH2:18]2)=[CH:13][CH:12]=1.O, predict the reaction product. The product is: [CH:1]1([C:28]2([OH:33])[C:27]3[C:34]([CH3:35])=[C:23]([N:20]4[CH2:21][CH2:22][N:17]([C:14]5[CH:15]=[CH:16][C:11]([O:10][CH3:9])=[CH:12][CH:13]=5)[CH2:18][CH2:19]4)[C:24]([CH3:37])=[C:25]([CH3:36])[C:26]=3[O:30][C:29]2([CH3:31])[CH3:32])[CH2:6][CH2:5][CH2:4][CH2:3][CH2:2]1.